Dataset: Catalyst prediction with 721,799 reactions and 888 catalyst types from USPTO. Task: Predict which catalyst facilitates the given reaction. (1) Reactant: [Cl:1][C:2]([O:5]C(=O)OC(Cl)(Cl)Cl)(Cl)Cl.[CH3:13][O:14][C:15]1[C:20]([O:21][CH3:22])=[CH:19][C:18]([CH2:23][OH:24])=[C:17]([N+:25]([O-:27])=[O:26])[CH:16]=1. Product: [C:2]([Cl:1])(=[O:5])[O:24][CH2:23][C:18]1[CH:19]=[C:20]([O:21][CH3:22])[C:15]([O:14][CH3:13])=[CH:16][C:17]=1[N+:25]([O-:27])=[O:26]. The catalyst class is: 1. (2) The catalyst class is: 8. Product: [CH3:3][CH:2]([C@H:4]([NH2:23])[C:5]([O:7][CH2:8][CH2:9][O:10][CH2:11][N:12]1[C:16]2[NH:17][C:18]([NH2:22])=[N:19][C:20](=[O:21])[C:15]=2[N:14]=[CH:13]1)=[O:6])[CH3:1].[S:25]([O-:28])(=[O:27])(=[O:26])[CH3:24]. Reactant: [CH3:1][CH:2]([C@H:4]([NH2:23])[C:5]([O:7][CH2:8][CH2:9][O:10][CH2:11][N:12]1[C:16]2[NH:17][C:18]([NH2:22])=[N:19][C:20](=[O:21])[C:15]=2[N:14]=[CH:13]1)=[O:6])[CH3:3].[CH3:24][S:25]([OH:28])(=[O:27])=[O:26]. (3) Reactant: C(O[C@@H]([C@H](OC(=O)C1C=CC=CC=1)C(O)=O)C(O)=O)(=O)C1C=CC=CC=1.[CH3:27][O:28][C:29]1[N:34]=[C:33](/[CH:35]=[CH:36]/[C:37]2[N:55]=[C:40]3[C@H:41]([C:45]4[CH:50]=[CH:49][CH:48]=[CH:47][C:46]=4[C:51]([F:54])([F:53])[F:52])[CH2:42][CH2:43][CH2:44][N:39]3[N:38]=2)[CH:32]=[CH:31][C:30]=1[N:56]1[CH:60]=[C:59]([CH3:61])[N:58]=[CH:57]1.Cl. Product: [CH3:27][O:28][C:29]1[N:34]=[C:33](/[CH:35]=[CH:36]/[C:37]2[N:55]=[C:40]3[C@H:41]([C:45]4[CH:50]=[CH:49][CH:48]=[CH:47][C:46]=4[C:51]([F:54])([F:53])[F:52])[CH2:42][CH2:43][CH2:44][N:39]3[N:38]=2)[CH:32]=[CH:31][C:30]=1[N:56]1[CH:60]=[C:59]([CH3:61])[N:58]=[CH:57]1. The catalyst class is: 13. (4) Reactant: [Cl:1][C:2]1[N:7]=[C:6]2[NH:8][N:9]=[CH:10][C:5]2=[C:4]([N:11]2[CH2:16][CH2:15][O:14][CH2:13][CH2:12]2)[N:3]=1.[C:17]([O:21][C:22](O[C:22]([O:21][C:17]([CH3:20])([CH3:19])[CH3:18])=[O:23])=[O:23])([CH3:20])([CH3:19])[CH3:18]. Product: [Cl:1][C:2]1[N:7]=[C:6]2[N:8]([C:22]([O:21][C:17]([CH3:20])([CH3:19])[CH3:18])=[O:23])[N:9]=[CH:10][C:5]2=[C:4]([N:11]2[CH2:12][CH2:13][O:14][CH2:15][CH2:16]2)[N:3]=1. The catalyst class is: 531. (5) Reactant: CC1(C)[O:6][C@H:5]([CH2:7][O:8][C:9]2[CH:14]=[CH:13][N:12]=[C:11]([NH:15][C:16]([N:18]3[C@@H:24]4[CH2:25][N:21]([CH2:22][CH2:23]4)[C:20]4[CH:26]=[CH:27][C:28]([C:30]5[CH:35]=[CH:34][CH:33]=[C:32]([C:36]([F:39])([F:38])[F:37])[CH:31]=5)=[N:29][C:19]3=4)=[O:17])[CH:10]=2)[CH2:4][O:3]1.Cl.O1CCOCC1. Product: [OH:6][C@@H:5]([CH2:4][OH:3])[CH2:7][O:8][C:9]1[CH:14]=[CH:13][N:12]=[C:11]([NH:15][C:16]([N:18]2[C@@H:24]3[CH2:25][N:21]([CH2:22][CH2:23]3)[C:20]3[CH:26]=[CH:27][C:28]([C:30]4[CH:35]=[CH:34][CH:33]=[C:32]([C:36]([F:37])([F:39])[F:38])[CH:31]=4)=[N:29][C:19]2=3)=[O:17])[CH:10]=1. The catalyst class is: 46. (6) Reactant: [Cl:1][C:2]1[CH:7]=[CH:6][C:5]([CH:8]([C:24]2[CH:29]=[CH:28][C:27]([Cl:30])=[CH:26][CH:25]=2)[N:9]2[CH2:12][C:11](=[C:13]([C:16]3[CH:21]=[C:20]([F:22])[CH:19]=[C:18]([F:23])[CH:17]=3)[CH2:14]O)[CH2:10]2)=[CH:4][CH:3]=1.CS(OS(C)(=O)=O)(=O)=O.[C-]#N.[Na+].[N:43]1C=CC=C[CH:44]=1. Product: [Cl:1][C:2]1[CH:7]=[CH:6][C:5]([CH:8]([C:24]2[CH:29]=[CH:28][C:27]([Cl:30])=[CH:26][CH:25]=2)[N:9]2[CH2:12][C:11](=[C:13]([C:16]3[CH:21]=[C:20]([F:22])[CH:19]=[C:18]([F:23])[CH:17]=3)[CH2:14][C:44]#[N:43])[CH2:10]2)=[CH:4][CH:3]=1. The catalyst class is: 10. (7) Reactant: [CH3:1][O:2][C:3](=[O:13])[CH2:4][C:5]1[C:6](Cl)=[N:7][CH:8]=[C:9]([Cl:11])[CH:10]=1.[F:14][C:15]1[CH:33]=[CH:32][C:18]([CH2:19][N:20]2[C@@H:25]([CH3:26])[CH2:24][N:23]([C:27](=[O:30])[CH2:28][OH:29])[C@H:22]([CH3:31])[CH2:21]2)=[CH:17][CH:16]=1.[H-].[Na+]. Product: [CH3:1][O:2][C:3](=[O:13])[CH2:4][C:5]1[C:6]([O:29][CH2:28][C:27]([N:23]2[CH2:24][C@H:25]([CH3:26])[N:20]([CH2:19][C:18]3[CH:17]=[CH:16][C:15]([F:14])=[CH:33][CH:32]=3)[CH2:21][C@H:22]2[CH3:31])=[O:30])=[N:7][CH:8]=[C:9]([Cl:11])[CH:10]=1.[Cl:11][C:9]1[CH:10]=[C:5]([CH2:4][C:3]([OH:2])=[O:13])[C:6]([O:29][CH2:28][C:27]([N:23]2[CH2:24][C@H:25]([CH3:26])[N:20]([CH2:19][C:18]3[CH:17]=[CH:16][C:15]([F:14])=[CH:33][CH:32]=3)[CH2:21][C@H:22]2[CH3:31])=[O:30])=[N:7][CH:8]=1. The catalyst class is: 11. (8) The catalyst class is: 25. Product: [NH2:12][C:9]1[CH:10]=[CH:11][C:6]([C:2]([CH3:5])([CH3:1])[C:3]#[N:4])=[N:7][CH:8]=1. Reactant: [CH3:1][C:2]([C:6]1[CH:11]=[CH:10][C:9]([N+:12]([O-])=O)=[CH:8][N:7]=1)([CH3:5])[C:3]#[N:4].O.O.Cl[Sn]Cl.[OH-].[Na+].